The task is: Predict the reactants needed to synthesize the given product.. This data is from Retrosynthesis with 50K atom-mapped reactions and 10 reaction types from USPTO. (1) Given the product N#Cc1cnn2c1NCCC2c1cccc(F)c1, predict the reactants needed to synthesize it. The reactants are: N#Cc1cnn2c1NCC=C2c1cccc(F)c1. (2) The reactants are: BrCc1ccccc1.OCCCCCCCCCCC=C(F)F. Given the product FC(F)=CCCCCCCCCCCOCc1ccccc1, predict the reactants needed to synthesize it. (3) The reactants are: COC(=O)[C@@H](N)CO.O=C(O)C(c1ccccc1)N1CCN(c2ccc([N+](=O)[O-])cc2F)CC1. Given the product COC(=O)C(CO)NC(=O)C(c1ccccc1)N1CCN(c2ccc([N+](=O)[O-])cc2F)CC1, predict the reactants needed to synthesize it. (4) Given the product O=C(CBr)NCc1cccc(-c2ccc(C(F)(F)F)cc2)c1, predict the reactants needed to synthesize it. The reactants are: NCc1cccc(-c2ccc(C(F)(F)F)cc2)c1.O=C(Cl)CBr. (5) Given the product CCOC(=O)/C=C/c1ccc(OCCOC)cc1Oc1ncc([N+](=O)[O-])cc1C, predict the reactants needed to synthesize it. The reactants are: CCOC(=O)/C=C/c1ccc(OCCOC)cc1O.Cc1cc([N+](=O)[O-])cnc1Cl. (6) Given the product Cc1cnc(SCCS(=O)(=O)c2ccccc2)c(C(=O)NCc2cccs2)c1, predict the reactants needed to synthesize it. The reactants are: Cc1cnc(SCCS(=O)(=O)c2ccccc2)c(C(=O)O)c1.NCc1cccs1. (7) Given the product NCCCCCN1CCC(=C(c2ccccc2)c2ccccc2)CC1, predict the reactants needed to synthesize it. The reactants are: N#CCCCCN1CCC(=C(c2ccccc2)c2ccccc2)CC1. (8) Given the product COC(=O)[C@@H]1C[C@H]1C(=O)c1cc(Br)c(N)c(Br)c1, predict the reactants needed to synthesize it. The reactants are: COC(=O)/C=C/C(=O)c1cc(Br)c(N)c(Br)c1.C[S+](C)(C)=O.